Dataset: Forward reaction prediction with 1.9M reactions from USPTO patents (1976-2016). Task: Predict the product of the given reaction. (1) Given the reactants [NH2:1][C:2]1[C:3]([C:8]([NH:10][CH2:11][CH:12]2[CH2:15][CH2:14][CH2:13]2)=[O:9])=[N:4][CH:5]=[CH:6][CH:7]=1.[CH3:16][N:17]1[C:25]2[C:20](=[CH:21][CH:22]=[CH:23][CH:24]=2)[CH:19]=[C:18]1[C:26](O)=[O:27], predict the reaction product. The product is: [CH:12]1([CH2:11][NH:10][C:8]([C:3]2[C:2]([NH:1][C:26]([C:18]3[N:17]([CH3:16])[C:25]4[C:20]([CH:19]=3)=[CH:21][CH:22]=[CH:23][CH:24]=4)=[O:27])=[CH:7][CH:6]=[CH:5][N:4]=2)=[O:9])[CH2:15][CH2:14][CH2:13]1. (2) Given the reactants [F:1][C:2]1[C:7]([F:8])=[C:6]([O:9][CH3:10])[CH:5]=[CH:4][C:3]=1[CH:11]1[CH2:13][CH:12]1[CH2:14][CH:15]=[O:16].[OH-:17].[Na+], predict the reaction product. The product is: [F:1][C:2]1[C:7]([F:8])=[C:6]([O:9][CH3:10])[CH:5]=[CH:4][C:3]=1[CH:11]1[CH2:13][CH:12]1[CH2:14][C:15]([OH:17])=[O:16].